This data is from Forward reaction prediction with 1.9M reactions from USPTO patents (1976-2016). The task is: Predict the product of the given reaction. (1) The product is: [F:7][C:8]1[CH:24]=[CH:23][C:11]([O:12][CH2:13][C:14]2[N:15]=[CH:16][CH:17]=[C:18]3[C:3]([CH3:4])=[C:2]([CH3:1])[NH:20][C:19]=23)=[CH:10][CH:9]=1. Given the reactants [CH3:1][C:2]([Mg]Br)=[CH:3][CH3:4].[F:7][C:8]1[CH:24]=[CH:23][C:11]([O:12][CH2:13][C:14]2[C:19]([N+:20]([O-])=O)=[CH:18][CH:17]=[CH:16][N:15]=2)=[CH:10][CH:9]=1.[Cl-].[NH4+], predict the reaction product. (2) Given the reactants [N+:1]([O-:4])(O)=[O:2].C(OC(=O)C)(=O)C.[CH3:12][C:13]1[S:17][C:16]([C:18]([OH:20])=[O:19])=[CH:15][CH:14]=1, predict the reaction product. The product is: [CH3:12][C:13]1[S:17][C:16]([C:18]([OH:20])=[O:19])=[CH:15][C:14]=1[N+:1]([O-:4])=[O:2]. (3) Given the reactants [CH3:1][C:2]([CH3:6])([CH3:5])[CH:3]=[CH2:4].COCCOC.[Cl:13][C:14]([Cl:19])(Cl)[C:15](Cl)=[O:16], predict the reaction product. The product is: [C:2]([CH:3]1[CH2:4][C:15](=[O:16])[C:14]1([Cl:19])[Cl:13])([CH3:6])([CH3:5])[CH3:1]. (4) Given the reactants Br[C:2]1[CH:7]=[CH:6][CH:5]=[CH:4][C:3]=1[CH2:8][C:9]#[N:10].N(C(C)C)C(C)C.[C:18]([C:20]1[CH:32]=[C:31]2[C:23]([C:24]3[CH:25]=[CH:26][C:27]([C:34]#[N:35])=[CH:28][C:29]=3[C:30]2=[O:33])=[CH:22][CH:21]=1)#[CH:19], predict the reaction product. The product is: [C:9]([CH2:8][C:3]1[CH:4]=[CH:5][CH:6]=[CH:7][C:2]=1[C:19]#[C:18][C:20]1[CH:32]=[C:31]2[C:23]([C:24]3[CH:25]=[CH:26][C:27]([C:34]#[N:35])=[CH:28][C:29]=3[C:30]2=[O:33])=[CH:22][CH:21]=1)#[N:10]. (5) Given the reactants [F:1][C:2]1[CH:19]=[CH:18][C:17]([F:20])=[CH:16][C:3]=1[CH2:4][N:5]1[CH2:10][CH2:9][NH:8][C:7]2[N:11]=[CH:12][C:13](I)=[CH:14][C:6]1=2.[CH3:21][N:22]1[CH2:27][CH2:26][N:25]([C:28]2[CH:33]=[CH:32][C:31](B3OC(C)(C)C(C)(C)O3)=[CH:30][N:29]=2)[CH2:24][CH2:23]1, predict the reaction product. The product is: [F:1][C:2]1[CH:19]=[CH:18][C:17]([F:20])=[CH:16][C:3]=1[CH2:4][N:5]1[CH2:10][CH2:9][NH:8][C:7]2[N:11]=[CH:12][C:13]([C:31]3[CH:30]=[N:29][C:28]([N:25]4[CH2:24][CH2:23][N:22]([CH3:21])[CH2:27][CH2:26]4)=[CH:33][CH:32]=3)=[CH:14][C:6]1=2. (6) The product is: [CH:1]1([CH2:6][CH:7]([C:17]2[CH:18]=[CH:19][C:20]([CH:23]([OH:25])[CH3:24])=[CH:21][CH:22]=2)[C:8]2[NH:16][C:11]3=[N:12][CH:13]=[CH:14][CH:15]=[C:10]3[CH:9]=2)[CH2:5][CH2:4][CH2:3][CH2:2]1. Given the reactants [CH:1]1([CH:6]=[C:7]([C:17]2[CH:22]=[CH:21][C:20]([C:23](=[O:25])[CH3:24])=[CH:19][CH:18]=2)[C:8]2[NH:16][C:11]3=[N:12][CH:13]=[CH:14][CH:15]=[C:10]3[CH:9]=2)[CH2:5][CH2:4][CH2:3][CH2:2]1, predict the reaction product. (7) Given the reactants [F:1][C:2]1[CH:10]=[CH:9][CH:8]=[C:7]2[C:3]=1[CH2:4][N:5]([C:11]([O:13][C@H:14]1[CH2:51][N:17]3[C:18](=[O:50])[C@@H:19]([NH:42][C:43]([O:45][C:46]([CH3:49])([CH3:48])[CH3:47])=[O:44])[CH2:20][O:21][CH2:22][CH2:23][CH2:24][CH:25]=[CH:26][C@@H:27]4[CH2:32][C@@:28]4([C:33](=[O:41])[NH:34][S:35]([CH:38]4[CH2:40][CH2:39]4)(=[O:37])=[O:36])[NH:29][C:30](=[O:31])[C@@H:16]3[CH2:15]1)=[O:12])[CH2:6]2.[H][H].O.S([O-])(O)(=O)=O.[K+], predict the reaction product. The product is: [F:1][C:2]1[CH:10]=[CH:9][CH:8]=[C:7]2[C:3]=1[CH2:4][N:5]([C:11]([O:13][C@H:14]1[CH2:51][N:17]3[C:18](=[O:50])[C@@H:19]([NH:42][C:43]([O:45][C:46]([CH3:47])([CH3:49])[CH3:48])=[O:44])[CH2:20][O:21][CH2:22][CH2:23][CH2:24][CH2:25][CH2:26][C@@H:27]4[CH2:32][C@@:28]4([C:33](=[O:41])[NH:34][S:35]([CH:38]4[CH2:40][CH2:39]4)(=[O:36])=[O:37])[NH:29][C:30](=[O:31])[C@@H:16]3[CH2:15]1)=[O:12])[CH2:6]2.